This data is from Reaction yield outcomes from USPTO patents with 853,638 reactions. The task is: Predict the reaction yield, written as a fraction of the theoretical maximum amount of product (1.0 means a 100% yield; for example, 0.34 means a 34% yield). The yield is 0.390. The catalyst is C1COCC1. The product is [Cl:1][C:2]1[CH:3]=[C:4]([C:8]2[CH:9]=[CH:10][C:11]3[CH2:17][CH2:16][CH2:15][CH2:14][N:13]([C:23]([NH:44][C:41]4[CH:42]=[CH:43][N:38]=[CH:39][CH:40]=4)=[O:29])[C:12]=3[N:18]=2)[CH:5]=[CH:6][CH:7]=1. The reactants are [Cl:1][C:2]1[CH:3]=[C:4]([C:8]2[CH:9]=[CH:10][C:11]3[CH2:17][CH2:16][CH2:15][CH2:14][NH:13][C:12]=3[N:18]=2)[CH:5]=[CH:6][CH:7]=1.ClC(Cl)(O[C:23](=[O:29])OC(Cl)(Cl)Cl)Cl.C(N(CC)CC)C.[N:38]1[CH:43]=[CH:42][C:41]([NH2:44])=[CH:40][CH:39]=1.